From a dataset of Reaction yield outcomes from USPTO patents with 853,638 reactions. Predict the reaction yield, written as a fraction of the theoretical maximum amount of product (1.0 means a 100% yield; for example, 0.34 means a 34% yield). The reactants are [CH3:1][CH:2]([N:4]1[C:12](/[CH:13]=[CH:14]/[C@H:15]([OH:24])[CH2:16][C@H:17]([OH:23])[CH2:18][C:19]([O:21]C)=[O:20])=[C:11]([C:25]2[CH:30]=[CH:29][C:28]([F:31])=[CH:27][CH:26]=2)[C:10]2[C:5]1=[CH:6][CH:7]=[CH:8][CH:9]=2)[CH3:3].[OH-].[Na+:33]. The catalyst is C(#N)C.O. The product is [CH3:3][CH:2]([N:4]1[C:12](/[CH:13]=[CH:14]/[CH:15]([OH:24])[CH2:16][CH:17]([OH:23])[CH2:18][C:19]([O-:21])=[O:20])=[C:11]([C:25]2[CH:26]=[CH:27][C:28]([F:31])=[CH:29][CH:30]=2)[C:10]2[CH:9]=[CH:8][CH:7]=[CH:6][C:5]1=2)[CH3:1].[Na+:33]. The yield is 0.345.